Dataset: Forward reaction prediction with 1.9M reactions from USPTO patents (1976-2016). Task: Predict the product of the given reaction. (1) Given the reactants [C:1]([C:3]1[C:4]([C:23]2[CH:28]=[CH:27][C:26]([N:29]3[CH2:34][CH2:33][N:32]([C:35]([O:37][C:38]([CH3:41])([CH3:40])[CH3:39])=[O:36])[CH2:31][CH2:30]3)=[CH:25][CH:24]=2)=[C:5]2[C:21]([CH3:22])=[N:20][NH:19][C:6]2=[N:7][C:8]=1[C:9]1[CH:14]=[CH:13][C:12]([N+:15]([O-])=O)=[CH:11][C:10]=1[F:18])#[N:2], predict the reaction product. The product is: [NH2:15][C:12]1[CH:13]=[CH:14][C:9]([C:8]2[N:7]=[C:6]3[NH:19][N:20]=[C:21]([CH3:22])[C:5]3=[C:4]([C:23]3[CH:24]=[CH:25][C:26]([N:29]4[CH2:34][CH2:33][N:32]([C:35]([O:37][C:38]([CH3:40])([CH3:41])[CH3:39])=[O:36])[CH2:31][CH2:30]4)=[CH:27][CH:28]=3)[C:3]=2[C:1]#[N:2])=[C:10]([F:18])[CH:11]=1. (2) Given the reactants [I:1][C:2]1[CH:10]=[CH:9][C:5]([C:6]([OH:8])=O)=[CH:4][CH:3]=1.C(N(C(C)C)CC)(C)C.CN(C(ON1N=[N:35][C:30]2C=[CH:32][CH:33]=[CH:34][C:29]1=2)=[N+](C)C)C.[B-](F)(F)(F)F.N1CCCCC1, predict the reaction product. The product is: [I:1][C:2]1[CH:3]=[CH:4][C:5]([C:6]([N:35]2[CH2:32][CH2:33][CH2:34][CH2:29][CH2:30]2)=[O:8])=[CH:9][CH:10]=1.